Regression. Given two drug SMILES strings and cell line genomic features, predict the synergy score measuring deviation from expected non-interaction effect. From a dataset of NCI-60 drug combinations with 297,098 pairs across 59 cell lines. (1) Drug 1: CC=C1C(=O)NC(C(=O)OC2CC(=O)NC(C(=O)NC(CSSCCC=C2)C(=O)N1)C(C)C)C(C)C. Drug 2: CC1C(C(CC(O1)OC2CC(CC3=C2C(=C4C(=C3O)C(=O)C5=CC=CC=C5C4=O)O)(C(=O)C)O)N)O. Cell line: COLO 205. Synergy scores: CSS=99.6, Synergy_ZIP=3.73, Synergy_Bliss=4.62, Synergy_Loewe=3.23, Synergy_HSA=4.38. (2) Drug 1: C(=O)(N)NO. Drug 2: COC1=NC(=NC2=C1N=CN2C3C(C(C(O3)CO)O)O)N. Cell line: HS 578T. Synergy scores: CSS=-2.07, Synergy_ZIP=-1.18, Synergy_Bliss=-5.82, Synergy_Loewe=-5.68, Synergy_HSA=-7.66. (3) Drug 1: C1CCN(CC1)CCOC2=CC=C(C=C2)C(=O)C3=C(SC4=C3C=CC(=C4)O)C5=CC=C(C=C5)O. Drug 2: C(CN)CNCCSP(=O)(O)O. Cell line: HL-60(TB). Synergy scores: CSS=5.10, Synergy_ZIP=6.74, Synergy_Bliss=9.39, Synergy_Loewe=-1.79, Synergy_HSA=-2.16. (4) Drug 1: C1=NNC2=C1C(=O)NC=N2. Drug 2: COC1=C2C(=CC3=C1OC=C3)C=CC(=O)O2. Cell line: COLO 205. Synergy scores: CSS=-1.64, Synergy_ZIP=-0.319, Synergy_Bliss=-7.02, Synergy_Loewe=0.458, Synergy_HSA=-8.80. (5) Drug 1: C1CN1C2=NC(=NC(=N2)N3CC3)N4CC4. Drug 2: CC(C)(C#N)C1=CC(=CC(=C1)CN2C=NC=N2)C(C)(C)C#N. Cell line: HT29. Synergy scores: CSS=20.6, Synergy_ZIP=1.83, Synergy_Bliss=3.17, Synergy_Loewe=-0.541, Synergy_HSA=0.509. (6) Drug 1: CC(CN1CC(=O)NC(=O)C1)N2CC(=O)NC(=O)C2. Drug 2: CCC(=C(C1=CC=CC=C1)C2=CC=C(C=C2)OCCN(C)C)C3=CC=CC=C3.C(C(=O)O)C(CC(=O)O)(C(=O)O)O. Cell line: OVCAR3. Synergy scores: CSS=11.8, Synergy_ZIP=-4.30, Synergy_Bliss=-3.83, Synergy_Loewe=-5.83, Synergy_HSA=-5.69.